Dataset: Reaction yield outcomes from USPTO patents with 853,638 reactions. Task: Predict the reaction yield, written as a fraction of the theoretical maximum amount of product (1.0 means a 100% yield; for example, 0.34 means a 34% yield). (1) The reactants are [C:1]([C:3]1[CH:8]=[CH:7][C:6](B(O)O)=[CH:5][CH:4]=1)#[N:2].[C:12]([O:16][C:17](=[O:26])[NH:18][C:19]1[CH:24]=[CH:23][CH:22]=[C:21](Br)[N:20]=1)([CH3:15])([CH3:14])[CH3:13].C([O-])([O-])=O.[K+].[K+]. The catalyst is CN(C=O)C.O.C1C=CC([P]([Pd]([P](C2C=CC=CC=2)(C2C=CC=CC=2)C2C=CC=CC=2)([P](C2C=CC=CC=2)(C2C=CC=CC=2)C2C=CC=CC=2)[P](C2C=CC=CC=2)(C2C=CC=CC=2)C2C=CC=CC=2)(C2C=CC=CC=2)C2C=CC=CC=2)=CC=1. The product is [C:12]([O:16][C:17](=[O:26])[NH:18][C:19]1[CH:24]=[CH:23][CH:22]=[C:21]([C:6]2[CH:7]=[CH:8][C:3]([C:1]#[N:2])=[CH:4][CH:5]=2)[N:20]=1)([CH3:15])([CH3:14])[CH3:13]. The yield is 0.600. (2) The reactants are [NH2:1][C:2]1[C:3]([Cl:9])=[N:4][CH:5]=[N:6][C:7]=1Cl.C(O)CCC.C(N(CC)CC)C.[CH2:22]([NH2:29])[C:23]1[CH:28]=[CH:27][CH:26]=[CH:25][CH:24]=1. No catalyst specified. The product is [NH2:1][C:2]1[C:7]([NH:29][CH2:22][C:23]2[CH:28]=[CH:27][CH:26]=[CH:25][CH:24]=2)=[N:6][CH:5]=[N:4][C:3]=1[Cl:9]. The yield is 0.960.